This data is from NCI-60 drug combinations with 297,098 pairs across 59 cell lines. The task is: Regression. Given two drug SMILES strings and cell line genomic features, predict the synergy score measuring deviation from expected non-interaction effect. (1) Drug 1: CC1C(C(CC(O1)OC2CC(CC3=C2C(=C4C(=C3O)C(=O)C5=C(C4=O)C(=CC=C5)OC)O)(C(=O)C)O)N)O.Cl. Drug 2: C(CC(=O)O)C(=O)CN.Cl. Cell line: SNB-75. Synergy scores: CSS=0.146, Synergy_ZIP=-3.88, Synergy_Bliss=-8.96, Synergy_Loewe=-28.7, Synergy_HSA=-8.09. (2) Drug 1: CC1=C2C(C(=O)C3(C(CC4C(C3C(C(C2(C)C)(CC1OC(=O)C(C(C5=CC=CC=C5)NC(=O)OC(C)(C)C)O)O)OC(=O)C6=CC=CC=C6)(CO4)OC(=O)C)OC)C)OC. Drug 2: C1CCC(C1)C(CC#N)N2C=C(C=N2)C3=C4C=CNC4=NC=N3. Cell line: RXF 393. Synergy scores: CSS=11.3, Synergy_ZIP=-13.4, Synergy_Bliss=-13.8, Synergy_Loewe=-40.7, Synergy_HSA=-12.5. (3) Drug 1: CC1=C(C(=CC=C1)Cl)NC(=O)C2=CN=C(S2)NC3=CC(=NC(=N3)C)N4CCN(CC4)CCO. Drug 2: CCC1(C2=C(COC1=O)C(=O)N3CC4=CC5=C(C=CC(=C5CN(C)C)O)N=C4C3=C2)O.Cl. Cell line: IGROV1. Synergy scores: CSS=25.1, Synergy_ZIP=0.0580, Synergy_Bliss=2.29, Synergy_Loewe=-8.04, Synergy_HSA=0.701. (4) Drug 1: C1=CC=C(C(=C1)C(C2=CC=C(C=C2)Cl)C(Cl)Cl)Cl. Drug 2: CN(CC1=CN=C2C(=N1)C(=NC(=N2)N)N)C3=CC=C(C=C3)C(=O)NC(CCC(=O)O)C(=O)O. Cell line: U251. Synergy scores: CSS=7.32, Synergy_ZIP=-0.0154, Synergy_Bliss=-2.47, Synergy_Loewe=-60.7, Synergy_HSA=-6.28. (5) Drug 1: CCC1=C2CN3C(=CC4=C(C3=O)COC(=O)C4(CC)O)C2=NC5=C1C=C(C=C5)O. Drug 2: B(C(CC(C)C)NC(=O)C(CC1=CC=CC=C1)NC(=O)C2=NC=CN=C2)(O)O. Cell line: CAKI-1. Synergy scores: CSS=43.8, Synergy_ZIP=-4.33, Synergy_Bliss=-1.22, Synergy_Loewe=-9.57, Synergy_HSA=-0.119. (6) Drug 2: CC12CCC3C(C1CCC2O)C(CC4=C3C=CC(=C4)O)CCCCCCCCCS(=O)CCCC(C(F)(F)F)(F)F. Drug 1: CCC1(CC2CC(C3=C(CCN(C2)C1)C4=CC=CC=C4N3)(C5=C(C=C6C(=C5)C78CCN9C7C(C=CC9)(C(C(C8N6C=O)(C(=O)OC)O)OC(=O)C)CC)OC)C(=O)OC)O.OS(=O)(=O)O. Cell line: U251. Synergy scores: CSS=24.3, Synergy_ZIP=4.93, Synergy_Bliss=5.99, Synergy_Loewe=-41.3, Synergy_HSA=-1.16. (7) Drug 1: C1CN1C2=NC(=NC(=N2)N3CC3)N4CC4. Drug 2: C1CC(=O)NC(=O)C1N2CC3=C(C2=O)C=CC=C3N. Cell line: MCF7. Synergy scores: CSS=17.0, Synergy_ZIP=-2.09, Synergy_Bliss=0.964, Synergy_Loewe=-3.96, Synergy_HSA=0.764. (8) Drug 1: CC(CN1CC(=O)NC(=O)C1)N2CC(=O)NC(=O)C2. Drug 2: CC1=C(C(=CC=C1)Cl)NC(=O)C2=CN=C(S2)NC3=CC(=NC(=N3)C)N4CCN(CC4)CCO. Cell line: SK-OV-3. Synergy scores: CSS=24.9, Synergy_ZIP=0.358, Synergy_Bliss=4.94, Synergy_Loewe=5.89, Synergy_HSA=6.55.